From a dataset of Experimentally validated miRNA-target interactions with 360,000+ pairs, plus equal number of negative samples. Binary Classification. Given a miRNA mature sequence and a target amino acid sequence, predict their likelihood of interaction. (1) The miRNA is mmu-miR-3064-5p with sequence UCUGGCUGUUGUGGUGUGCAAA. The protein sequence of the target gene is MVGLGACTLTGVTLIFLLLPRSLESCGHIEISPPVVRLGDPVLASCTISPNCSKLDQQAKILWRLQDEPIQPGDRQHHLPDGTQESLITLPHLNYTQAFLFCLVPWEDSVQLLDQAELHAGYPPASPSNLSCLMHLTTNSLVCQWEPGPETHLPTSFILKSFRSRADCQYQGDTIPDCVAKKRQNNCSIPRKNLLLYQYMAIWVQAENMLGSSESPKLCLDPMDVVKLEPPMLQALDIGPDVVSHQPGCLWLSWKPWKPSEYMEQECELRYQPQLKGANWTLVFHLPSSKDQFELCGLHQ.... Result: 1 (interaction). (2) The miRNA is hsa-miR-335-3p with sequence UUUUUCAUUAUUGCUCCUGACC. The protein sequence of the target gene is MAVSVTPIRDTKWLTLEVCREFQRGTCSRPDTECKFAHPSKSCQVENGRVIACFDSLKGRCSRENCKYLHPPPHLKTQLEINGRNNLIQQKNMAMLAQQMQLANAMMPGAPLQPVPMFSVAPSLATNASAAAFNPYLGPVSPSLVPAEILPTAPMLVTGNPGVPVPAAAAAAAQKLMRTDRLEVCREYQRGNCNRGENDCRFAHPADSTMIDTNDNTVTVCMDYIKGRCSREKCKYFHPPAHLQAKIKAAQYQVNQAAAAQAAATAAAMTQSAVKSLKRPLEATFDLGIPQAVLPPLPKR.... Result: 1 (interaction). (3) The miRNA is hsa-miR-4471 with sequence UGGGAACUUAGUAGAGGUUUAA. The protein sequence of the target gene is MAALGTVLFTGVRRLHCSVAAWAGGQWRLQQGLAANPSGYGPLTELPDWSYADGRPAPPMKGQLRRKAERETFARRVVLLSQEMDAGLQAWQLRQQKLQEEQRKQENALKPKGASLKSPLPSQ. Result: 0 (no interaction). (4) The miRNA is cel-miR-38-3p with sequence UCACCGGGAGAAAAACUGGAGU. The protein sequence of the target gene is MLNMESAGVSAAMAGLSKSLTTPFSINDILTRSNPETRRMSSVDSEPEPEKLKPSSDRERSISKSPPLCCRDLGLYKLTQPKEIQPSARQPSNYLQYYAAAMDNNNHHHQATGTSNSSAADYMQRKLAYFGSTLAAPLDMRRCTSNDSDCDSPPPLSSSPSESPLSHDGSGLSRKKRSRAAFSHAQVFELERRFAQQRYLSGPERSEMAKSLRLTETQVKIWFQNRRYKTKRKQIQQHEAALLGASKRVPVQVLVREDGSTTYAHMAAPGAGHGLDPALINIYRHQLQLAYGGLPLPQMQ.... Result: 0 (no interaction). (5) The miRNA is hsa-miR-33b-5p with sequence GUGCAUUGCUGUUGCAUUGC. The protein sequence of the target gene is MSALKAVFQYIDENQDRYVKKLAEWVAIQSVSAWPEKRGEIRRMMEVAAADVQRLGGSVELVDIGKQKLPDGSEIPLPPILLGKLGSDPQKKTVCIYGHLDVQPAALEDGWDSEPFTLVEREGKLYGRGSTDDKGPVAGWMNALEAYQKTGQEIPVNLRFCLEGMEESGSEGLDELIFAQKDKFFKDVDYVCISDNYWLGKNKPCITYGLRGICYFFIEVECSDKDLHSGVYGGSVHEAMTDLISLMGCLVDKKGKILIPGINDAVAPVTDEEHALYDHIDFDMEEFAKDVGAETLLHSC.... Result: 0 (no interaction).